Task: Regression/Classification. Given a drug SMILES string, predict its absorption, distribution, metabolism, or excretion properties. Task type varies by dataset: regression for continuous measurements (e.g., permeability, clearance, half-life) or binary classification for categorical outcomes (e.g., BBB penetration, CYP inhibition). For this dataset (lipophilicity_astrazeneca), we predict Y.. Dataset: Experimental lipophilicity measurements (octanol/water distribution) for 4,200 compounds from AstraZeneca (1) The drug is CN1CC=C(c2cccc(O)c2)CC1. The Y is 0.530 logD. (2) The compound is CC[C@H](C)[C@H](N)C1=N[C@H](C(=O)N[C@@H](CC(C)C)C(=O)N[C@H](CCC(=O)O)C(=O)N[C@H](C(=O)N[C@H]2CCCCNC(=O)[C@H](CC(N)=O)NC(=O)[C@@H](CC(=O)O)NC(=O)[C@H](Cc3cnc[nH]3)NC(=O)[C@@H](Cc3ccccc3)NC(=O)[C@H]([C@@H](C)CC)NC(=O)[C@@H](CCCN)NC2=O)[C@@H](C)CC)CS1. The Y is -0.460 logD. (3) The Y is 0.970 logD. The drug is NC(Cc1cc(I)c(Oc2ccc(O)c(I)c2)c(I)c1)C(=O)O. (4) The molecule is O=C(O)[C@@H](Cc1ccccc1)N1CCC(CN2CCC(Oc3ccc(Cl)c(Cl)c3)CC2)CC1. The Y is 2.50 logD. (5) The compound is CC1CCC(CC(=O)Nc2cccc3ncccc23)CC1. The Y is 3.56 logD. (6) The compound is COc1cccc(C(COCc2cc(C(F)(F)F)cc(C(F)(F)F)c2)N2CCNCC2)c1. The Y is 3.10 logD. (7) The drug is C[C@H]1O[C@@H](n2cnc3c(N)nc(OCC4CC(F)(F)C4(F)F)nc32)[C@H](O)[C@@H]1O. The Y is 1.42 logD.